Dataset: Forward reaction prediction with 1.9M reactions from USPTO patents (1976-2016). Task: Predict the product of the given reaction. (1) The product is: [F:1][C:2]1[CH:21]=[CH:20][C:5]([C:6]([CH:8]2[CH2:13][CH2:12][N:11]([CH2:14][C:15]([OH:17])=[O:16])[CH2:10][CH2:9]2)=[O:7])=[CH:4][CH:3]=1. Given the reactants [F:1][C:2]1[CH:21]=[CH:20][C:5]([C:6]([CH:8]2[CH2:13][CH2:12][N:11]([CH2:14][C:15]([O:17]CC)=[O:16])[CH2:10][CH2:9]2)=[O:7])=[CH:4][CH:3]=1.[OH-].[Na+].Cl, predict the reaction product. (2) Given the reactants [C:1]([O:5][C:6](=[O:19])[N:7]([C@H:9]1[CH2:14][CH2:13][C@H:12]([CH:15]=[C:16](Br)Br)[CH2:11][CH2:10]1)[CH3:8])([CH3:4])([CH3:3])[CH3:2].[CH3:20][N:21]([CH3:25])[C:22](Cl)=[O:23], predict the reaction product. The product is: [C:1]([O:5][C:6](=[O:19])[N:7]([C@H:9]1[CH2:14][CH2:13][C@H:12]([C:15]#[C:16][C:22](=[O:23])[N:21]([CH3:25])[CH3:20])[CH2:11][CH2:10]1)[CH3:8])([CH3:4])([CH3:3])[CH3:2]. (3) Given the reactants [CH2:1]([N:8]1[C:16]2[C:11](=[CH:12][CH:13]=[C:14](Br)[CH:15]=2)[CH:10]=[N:9]1)[C:2]1[CH:7]=[CH:6][CH:5]=[CH:4][CH:3]=1.[OH-].[Na+].[CH3:20][C:21]1(C)CC(C)OB(C=C)O1, predict the reaction product. The product is: [CH2:1]([N:8]1[C:16]2[C:11](=[CH:12][CH:13]=[C:14]([CH:20]=[CH2:21])[CH:15]=2)[CH:10]=[N:9]1)[C:2]1[CH:7]=[CH:6][CH:5]=[CH:4][CH:3]=1. (4) The product is: [CH2:1]([O:8][NH:9][C@H:10]1[CH2:15][N:14]([C:16]([O:18][C:19]([CH3:21])([CH3:22])[CH3:20])=[O:17])[C@H:13]([C:23]([O:25][N:55]=[C:47]([C:49]2[CH:54]=[CH:53][CH:52]=[CH:51][CH:50]=2)[CH3:48])=[O:24])[CH2:12][CH2:11]1)[C:2]1[CH:3]=[CH:4][CH:5]=[CH:6][CH:7]=1. Given the reactants [CH2:1]([O:8][NH:9][C@H:10]1[CH2:15][N:14]([C:16]([O:18][C:19]([CH3:22])([CH3:21])[CH3:20])=[O:17])[C@H:13]([C:23]([OH:25])=[O:24])[CH2:12][CH2:11]1)[C:2]1[CH:7]=[CH:6][CH:5]=[CH:4][CH:3]=1.Cl.C(N=C=NCCCN(C)C)C.C(N(C(C)C)CC)(C)C.[C:47](=[N:55]O)([C:49]1[CH:54]=[CH:53][CH:52]=[CH:51][CH:50]=1)[CH3:48], predict the reaction product. (5) Given the reactants [N:1]1([CH2:10][C:11]2[N:15]3[CH2:16][CH2:17][O:18][C:19]4[CH:24]=[CH:23][C:22](Br)=[CH:21][C:20]=4[C:14]3=[N:13][C:12]=2[C:26]([NH2:28])=[O:27])[C:5]2[CH:6]=[CH:7][CH:8]=[CH:9][C:4]=2[N:3]=[CH:2]1.N1C(C(N)=O)=CN2C=1C1C=CC=CC=1OCC2.N1C2C=CC=CC=2NC=1.[CH3:55][C:56]([OH:60])([C:58]#[CH:59])[CH3:57], predict the reaction product. The product is: [N:1]1([CH2:10][C:11]2[N:15]3[CH2:16][CH2:17][O:18][C:19]4[CH:24]=[CH:23][C:22]([C:59]#[C:58][C:56]([OH:60])([CH3:57])[CH3:55])=[CH:21][C:20]=4[C:14]3=[N:13][C:12]=2[C:26]([NH2:28])=[O:27])[C:5]2[CH:6]=[CH:7][CH:8]=[CH:9][C:4]=2[N:3]=[CH:2]1.